Task: Predict the product of the given reaction.. Dataset: Forward reaction prediction with 1.9M reactions from USPTO patents (1976-2016) (1) Given the reactants [F:1][C:2]1[CH:7]=[CH:6][C:5]([C:8](=O)[CH2:9][C:10]([O:12][CH3:13])=[O:11])=[CH:4][CH:3]=1.[Cl-].[CH3:16][CH:17]1[CH2:21][CH2:20][C:19](=[O:22])[N:18]1[NH3+:23], predict the reaction product. The product is: [F:1][C:2]1[CH:7]=[CH:6][C:5]([C:8](=[N:23][N:18]2[C:19](=[O:22])[CH2:20][CH2:21][CH:17]2[CH3:16])[CH2:9][C:10]([O:12][CH3:13])=[O:11])=[CH:4][CH:3]=1. (2) Given the reactants [CH:1]1[CH:6]=[CH:5][C:4]([C:7]2[C:12]([N:13]=[C:14]=[O:15])=[CH:11][CH:10]=[CH:9][CH:8]=2)=[CH:3][CH:2]=1.Cl.[N:17]12[CH2:24][CH2:23][CH:20]([CH2:21][CH2:22]1)[C@@H:19](O)[CH2:18]2.CN(C)C=[O:29], predict the reaction product. The product is: [N:17]12[CH2:18][CH:19]([CH2:21][CH2:22]1)[C@H:20]([O:15][C:14](=[O:29])[NH:13][C:12]1[CH:11]=[CH:10][CH:9]=[CH:8][C:7]=1[C:4]1[CH:3]=[CH:2][CH:1]=[CH:6][CH:5]=1)[CH2:23][CH2:24]2. (3) Given the reactants [NH2:1][C:2]1[CH:7]=[CH:6][C:5](Br)=[CH:4][N:3]=1.[C:9]1(B(O)O)[CH:14]=[CH:13][CH:12]=[CH:11][CH:10]=1.C([O-])([O-])=O.[Na+].[Na+], predict the reaction product. The product is: [C:9]1([C:5]2[CH:6]=[CH:7][C:2]([NH2:1])=[N:3][CH:4]=2)[CH:14]=[CH:13][CH:12]=[CH:11][CH:10]=1. (4) Given the reactants [CH2:1](N1CCC[C@@H](OC2C(Cl)=CC(C(OC(C)(C)C)=O)=C(F)C=2)C1)[C:2]1[CH:7]=CC=CC=1.[C:30]([O:34][C:35]([C:37]1[C:57]([F:58])=[CH:56][C:40]([O:41][CH2:42][C@H:43]2[CH2:48][CH2:47][CH2:46][N:45]([C:49]([O:51][C:52]([CH3:55])([CH3:54])[CH3:53])=[O:50])[CH2:44]2)=[C:39](Cl)[CH:38]=1)=[O:36])([CH3:33])([CH3:32])[CH3:31], predict the reaction product. The product is: [C:30]([O:34][C:35]([C:37]1[C:57]([F:58])=[CH:56][C:40]([O:41][CH2:42][C@H:43]2[CH2:48][CH2:47][CH2:46][N:45]([C:49]([O:51][C:52]([CH3:55])([CH3:54])[CH3:53])=[O:50])[CH2:44]2)=[C:39]([CH:7]2[CH2:2][CH2:1]2)[CH:38]=1)=[O:36])([CH3:33])([CH3:32])[CH3:31]. (5) Given the reactants Cl[C:2]1[N:10]=[CH:9][C:8]([N+:11]([O-:13])=[O:12])=[CH:7][C:3]=1[C:4]([OH:6])=[O:5].[CH3:14][O-:15].[Na+].[Na], predict the reaction product. The product is: [CH3:14][O:15][C:2]1[N:10]=[CH:9][C:8]([N+:11]([O-:13])=[O:12])=[CH:7][C:3]=1[C:4]([OH:6])=[O:5]. (6) The product is: [CH3:31][N:30]([CH3:32])[CH:27]1[CH2:28][CH2:29][N:25]([C:22]2[CH:23]=[CH:24][C:19]([NH:18][C:15]([C:12]3[CH:11]=[CH:10][C:9]([C:3]4[CH:4]=[CH:5][C:6]([F:8])=[CH:7][C:2]=4[F:1])=[CH:14][CH:13]=3)=[O:17])=[CH:20][CH:21]=2)[CH2:26]1. Given the reactants [F:1][C:2]1[CH:7]=[C:6]([F:8])[CH:5]=[CH:4][C:3]=1[C:9]1[CH:14]=[CH:13][C:12]([C:15]([OH:17])=O)=[CH:11][CH:10]=1.[NH2:18][C:19]1[CH:24]=[CH:23][C:22]([N:25]2[CH2:29][CH2:28][CH:27]([N:30]([CH3:32])[CH3:31])[CH2:26]2)=[CH:21][CH:20]=1, predict the reaction product. (7) Given the reactants [B:1]1([C:10]2[CH:15]=[CH:14][C:13]([CH2:16]Br)=[CH:12][CH:11]=2)[O:5][C:4]([CH3:7])([CH3:6])[C:3]([CH3:9])([CH3:8])[O:2]1.[CH3:18][N:19]1[C:23](=[O:24])[CH2:22][NH:21][C:20]1=[O:25].C(=O)([O-])[O-].[K+].[K+].CN(C)C=O, predict the reaction product. The product is: [CH3:18][N:19]1[C:23](=[O:24])[CH2:22][N:21]([CH2:16][C:13]2[CH:14]=[CH:15][C:10]([B:1]3[O:5][C:4]([CH3:7])([CH3:6])[C:3]([CH3:9])([CH3:8])[O:2]3)=[CH:11][CH:12]=2)[C:20]1=[O:25].